From a dataset of Retrosynthesis with 50K atom-mapped reactions and 10 reaction types from USPTO. Predict the reactants needed to synthesize the given product. (1) Given the product COCC(C)(C)OC(=O)Oc1ccc([N+](=O)[O-])cc1, predict the reactants needed to synthesize it. The reactants are: COCCC(C)(C)OC(=O)Oc1ccc([N+](=O)[O-])cc1. (2) Given the product CC(=O)Nc1nc2ccc(Oc3ccc(Cl)c(NC(=O)c4cccc(C(C)(C)C#N)c4Cl)c3)nc2s1, predict the reactants needed to synthesize it. The reactants are: CC(=O)Nc1nc2ccc(Oc3ccc(Cl)c(N)c3)nc2s1.CC(C)(C#N)c1cccc(C(=O)O)c1Cl.